This data is from Peptide-MHC class I binding affinity with 185,985 pairs from IEDB/IMGT. The task is: Regression. Given a peptide amino acid sequence and an MHC pseudo amino acid sequence, predict their binding affinity value. This is MHC class I binding data. The peptide sequence is RDALGRTAL. The MHC is HLA-B35:01 with pseudo-sequence HLA-B35:01. The binding affinity (normalized) is 0.0847.